Dataset: Peptide-MHC class II binding affinity with 134,281 pairs from IEDB. Task: Regression. Given a peptide amino acid sequence and an MHC pseudo amino acid sequence, predict their binding affinity value. This is MHC class II binding data. (1) The peptide sequence is FAVATITHAAELQRV. The MHC is HLA-DPA10201-DPB10101 with pseudo-sequence HLA-DPA10201-DPB10101. The binding affinity (normalized) is 0.517. (2) The peptide sequence is DEALNNRFQIKGVEL. The MHC is DRB1_0301 with pseudo-sequence DRB1_0301. The binding affinity (normalized) is 0. (3) The peptide sequence is DIHRLEPVKCDTLLC. The MHC is HLA-DQA10501-DQB10303 with pseudo-sequence HLA-DQA10501-DQB10303. The binding affinity (normalized) is 0.368. (4) The MHC is DRB1_0701 with pseudo-sequence DRB1_0701. The binding affinity (normalized) is 0.821. The peptide sequence is AFKVAATAANAAPLN. (5) The peptide sequence is LSLTFIRSTTPLIMA. The MHC is DRB1_0701 with pseudo-sequence DRB1_0701. The binding affinity (normalized) is 0.981.